This data is from Catalyst prediction with 721,799 reactions and 888 catalyst types from USPTO. The task is: Predict which catalyst facilitates the given reaction. (1) Product: [NH:5]1[CH:9]=[CH:8][C:7]([C:10]2[S:11][CH:12]=[CH:13][N:14]=2)=[CH:6]1. Reactant: C([Si](C(C)C)(C(C)C)[N:5]1[CH:9]=[CH:8][C:7]([C:10]2[S:11][CH:12]=[CH:13][N:14]=2)=[CH:6]1)(C)C.CCCC[N+](CCCC)(CCCC)CCCC.[F-]. The catalyst class is: 1. (2) Reactant: C[N:2]([CH:4]=[N:5][C:6]([C:8]1[S:9][C:10]([CH2:25][CH3:26])=[C:11]([C:23]#[N:24])[C:12]=1[C:13]1[CH:18]=[CH:17][C:16]([C:19]([CH3:22])([CH3:21])[CH3:20])=[CH:15][CH:14]=1)=O)C.O.[NH2:28]N. Product: [C:19]([C:16]1[CH:17]=[CH:18][C:13]([C:12]2[C:11]([C:23]#[N:24])=[C:10]([CH2:25][CH3:26])[S:9][C:8]=2[C:6]2[NH:28][N:2]=[CH:4][N:5]=2)=[CH:14][CH:15]=1)([CH3:20])([CH3:22])[CH3:21]. The catalyst class is: 15.